From a dataset of Reaction yield outcomes from USPTO patents with 853,638 reactions. Predict the reaction yield, written as a fraction of the theoretical maximum amount of product (1.0 means a 100% yield; for example, 0.34 means a 34% yield). (1) The yield is 0.500. The catalyst is C1C=CC(P(C2C=CC=CC=2)[C-]2C=CC=C2)=CC=1.C1C=CC(P(C2C=CC=CC=2)[C-]2C=CC=C2)=CC=1.Cl[Pd]Cl.[Fe+2].C(#N)C.O. The reactants are [C:1]([O:4][CH2:5][C:6]1[C:7]([N:21]2[CH2:32][CH2:31][N:30]3[C:23](=[CH:24][C:25]4[CH2:26][C:27]([CH3:34])([CH3:33])[CH2:28][C:29]=43)[C:22]2=[O:35])=[N:8][CH:9]=[CH:10][C:11]=1B1OC(C)(C)C(C)(C)O1)(=[O:3])[CH3:2].Br[C:37]1[CH:38]=[C:39]([NH:45][C:46]2[CH:59]=[C:49]3[CH2:50][N:51]([CH:54]([CH3:58])[CH2:55][O:56][CH3:57])[CH2:52][CH2:53][N:48]3[N:47]=2)[C:40](=[O:44])[N:41]([CH3:43])[CH:42]=1.[O-]P([O-])([O-])=O.[K+].[K+].[K+].C([O-])(=O)C.[Na+]. The product is [C:1]([O:4][CH2:5][C:6]1[C:7]([N:21]2[CH2:32][CH2:31][N:30]3[C:23](=[CH:24][C:25]4[CH2:26][C:27]([CH3:34])([CH3:33])[CH2:28][C:29]=43)[C:22]2=[O:35])=[N:8][CH:9]=[CH:10][C:11]=1[C:37]1[CH:38]=[C:39]([NH:45][C:46]2[CH:59]=[C:49]3[CH2:50][N:51]([CH:54]([CH3:58])[CH2:55][O:56][CH3:57])[CH2:52][CH2:53][N:48]3[N:47]=2)[C:40](=[O:44])[N:41]([CH3:43])[CH:42]=1)(=[O:3])[CH3:2]. (2) The reactants are Cl[CH2:2][C:3]1[N:7]=[C:6]([C:8]2[CH:13]=[CH:12][CH:11]=[C:10]([O:14][CH3:15])[CH:9]=2)[O:5][N:4]=1.C(=O)([O-])[O-].[K+].[K+].[CH3:22][N:23]1[C:27]([C:28]2[S:29][CH:30]=[CH:31][CH:32]=2)=[N:26][N:25]=[C:24]1[SH:33]. The catalyst is C(#N)C. The product is [CH3:15][O:14][C:10]1[CH:9]=[C:8]([C:6]2[O:5][N:4]=[C:3]([CH2:2][S:33][C:24]3[N:23]([CH3:22])[C:27]([C:28]4[S:29][CH:30]=[CH:31][CH:32]=4)=[N:26][N:25]=3)[N:7]=2)[CH:13]=[CH:12][CH:11]=1. The yield is 0.900. (3) The reactants are Br[C:2]1([O:10][CH2:11][CH2:12][OH:13])[CH2:9][CH2:8][CH2:7][CH2:6][CH2:5][CH:4]=[CH:3]1.C1CCN2C(=NCCC2)CC1.CCOC(C)=O.O. The catalyst is CS(C)=O. The product is [CH:2]1([O:10][CH2:11][CH2:12][OH:13])[CH2:9][CH2:8][CH2:7][CH2:6][CH2:5][C:4]#[C:3]1. The yield is 0.740. (4) The reactants are Br[C:2]1[CH:7]=[CH:6][C:5]([O:8][CH3:9])=[CH:4][C:3]=1[N+:10]([O-])=O.CC1(C)C(C)(C)OB([C:21]2[S:22][C:23](B3OC(C)(C)C(C)(C)O3)=[CH:24][CH:25]=2)O1.Br[C:37]1[CH:38]=[N:39][CH:40]=[C:41]([F:43])[CH:42]=1. No catalyst specified. The product is [F:43][C:41]1[CH:42]=[C:37]([C:23]2[S:22][C:21]3[C:2]4[CH:7]=[CH:6][C:5]([O:8][CH3:9])=[CH:4][C:3]=4[NH:10][C:25]=3[CH:24]=2)[CH:38]=[N:39][CH:40]=1. The yield is 0.0670.